Dataset: Catalyst prediction with 721,799 reactions and 888 catalyst types from USPTO. Task: Predict which catalyst facilitates the given reaction. (1) Reactant: [NH2:1][C:2]1[N:7]=[C:6](S(C)(=O)=O)[C:5]([C:12]#[N:13])=[C:4]([C:14]2[CH:19]=[C:18]([O:20][CH3:21])[C:17]([O:22][CH3:23])=[C:16]([O:24][CH3:25])[CH:15]=2)[N:3]=1.[CH3:26][O:27][CH2:28][CH2:29][OH:30].C1CCN2C(=NCCC2)CC1. Product: [NH2:1][C:2]1[N:7]=[C:6]([O:30][CH2:29][CH2:28][O:27][CH3:26])[C:5]([C:12]#[N:13])=[C:4]([C:14]2[CH:19]=[C:18]([O:20][CH3:21])[C:17]([O:22][CH3:23])=[C:16]([O:24][CH3:25])[CH:15]=2)[N:3]=1. The catalyst class is: 57. (2) Reactant: [F:1][CH:2]([F:18])[O:3][C:4]1[CH:9]=[CH:8][C:7]([C:10]#[C:11][Si](C)(C)C)=[CH:6][C:5]=1[CH2:16][CH3:17].C([O-])([O-])=O.[K+].[K+]. Product: [F:1][CH:2]([F:18])[O:3][C:4]1[CH:9]=[CH:8][C:7]([C:10]#[CH:11])=[CH:6][C:5]=1[CH2:16][CH3:17]. The catalyst class is: 5. (3) Reactant: [CH2:1]([O:3][C:4]([C:6]1[CH2:7][CH2:8][N:9](CC2C=CC=CC=2)[CH2:10][C:11]=1[C:12]1[CH:17]=[CH:16][CH:15]=[CH:14][CH:13]=1)=[O:5])[CH3:2].C(O)(=O)C. Product: [CH2:1]([O:3][C:4]([C@H:6]1[CH2:7][CH2:8][NH:9][CH2:10][C@H:11]1[C:12]1[CH:13]=[CH:14][CH:15]=[CH:16][CH:17]=1)=[O:5])[CH3:2]. The catalyst class is: 29. (4) Reactant: [Cl:1][C:2]1[CH:7]=[CH:6][CH:5]=[CH:4][C:3]=1[C:8]1[N:9]([C:16]2[CH:21]=[CH:20][C:19]([Cl:22])=[CH:18][CH:17]=2)[CH:10]=[C:11]([C:13]([OH:15])=[O:14])[N:12]=1.Cl.CN(C)CCCN=C=NCC.C(N(CC)CC)C.[F:42][C:43]1[C:48](O)=[C:47]([F:50])[C:46]([F:51])=[C:45]([F:52])[C:44]=1[F:53]. Product: [Cl:1][C:2]1[CH:7]=[CH:6][CH:5]=[CH:4][C:3]=1[C:8]1[N:9]([C:16]2[CH:17]=[CH:18][C:19]([Cl:22])=[CH:20][CH:21]=2)[CH:10]=[C:11]([C:13]([O:15][C:48]2[C:47]([F:50])=[C:46]([F:51])[C:45]([F:52])=[C:44]([F:53])[C:43]=2[F:42])=[O:14])[N:12]=1. The catalyst class is: 4. (5) Reactant: [N:1]1[CH:6]=[CH:5][C:4]([NH:7][CH2:8][CH:9]2[CH2:14][CH2:13][N:12](C(OCC3C=CC=CC=3)=O)[CH2:11][CH2:10]2)=[CH:3][CH:2]=1.[H][H]. Product: [NH:12]1[CH2:13][CH2:14][CH:9]([CH2:8][NH:7][C:4]2[CH:5]=[CH:6][N:1]=[CH:2][CH:3]=2)[CH2:10][CH2:11]1. The catalyst class is: 63. (6) Reactant: [Cl:1][C:2]1[CH:20]=[C:19]([F:21])[C:18]([N:22]2[C:27](=[O:28])[CH:26]=[C:25]([C:29]([F:32])([F:31])[F:30])[N:24]([CH3:33])[C:23]2=[O:34])=[CH:17][C:3]=1[O:4][C:5]1[C:6]([O:11][CH2:12][C:13]([O:15][CH3:16])=[O:14])=[N:7][CH:8]=[CH:9][CH:10]=1.C(=O)([O-])[O-].[Na+].[Na+].[CH:41]1(O)[CH2:45]C[CH2:43][CH2:42]1. Product: [Cl:1][C:2]1[CH:20]=[C:19]([F:21])[C:18]([N:22]2[C:27](=[O:28])[CH:26]=[C:25]([C:29]([F:32])([F:31])[F:30])[N:24]([CH3:33])[C:23]2=[O:34])=[CH:17][C:3]=1[O:4][C:5]1[C:6]([O:11][CH2:12][C:13]([O:15][CH:16]2[CH2:43][CH2:42][CH2:41][CH2:45]2)=[O:14])=[N:7][CH:8]=[CH:9][CH:10]=1. The catalyst class is: 6. (7) Reactant: [Cl:1][C:2]1[CH:7]=[CH:6][C:5]([C@H:8]2[C@H:13]([C:14]([OH:16])=O)[NH:12][C:11](=[O:17])[C:10]3[S:18][C:19]([C:21]4[CH:26]=[CH:25][N:24]=[C:23]([CH3:27])[CH:22]=4)=[CH:20][C:9]2=3)=[CH:4][CH:3]=1.[CH3:28][N:29](C(ON1N=NC2C=CC=NC1=2)=[N+](C)C)C.F[P-](F)(F)(F)(F)F.CN(C)C=O.CN.O1CCCC1.C(N(CC)C(C)C)(C)C. Product: [Cl:1][C:2]1[CH:3]=[CH:4][C:5]([C@H:8]2[C@H:13]([C:14]([NH:29][CH3:28])=[O:16])[NH:12][C:11](=[O:17])[C:10]3[S:18][C:19]([C:21]4[CH:26]=[CH:25][N:24]=[C:23]([CH3:27])[CH:22]=4)=[CH:20][C:9]2=3)=[CH:6][CH:7]=1. The catalyst class is: 6.